From a dataset of Full USPTO retrosynthesis dataset with 1.9M reactions from patents (1976-2016). Predict the reactants needed to synthesize the given product. (1) The reactants are: [F:1][C:2]1[CH:3]=[C:4]([CH:8]=[CH:9][C:10]=1[CH3:11])[C:5]([OH:7])=[O:6].[I:12]N1C(=O)CCC1=O. Given the product [F:1][C:2]1[CH:3]=[C:4]([CH:8]=[C:9]([I:12])[C:10]=1[CH3:11])[C:5]([OH:7])=[O:6], predict the reactants needed to synthesize it. (2) Given the product [CH3:41][O:40][C:37]1[CH:36]=[CH:35][C:34]([CH2:33][N:26]2[C:25]3[N:24]=[C:23]([CH2:22][CH2:21][O:20][C:17]4[N:16]=[CH:15][C:14]([CH2:13][C@@H:12]([C:42]([O:44][C:45]([CH3:46])([CH3:47])[CH3:48])=[O:43])[NH2:11])=[CH:19][CH:18]=4)[CH:32]=[CH:31][C:30]=3[CH2:29][CH2:28][CH2:27]2)=[CH:39][CH:38]=1, predict the reactants needed to synthesize it. The reactants are: C(OC([NH:11][C@H:12]([C:42]([O:44][C:45]([CH3:48])([CH3:47])[CH3:46])=[O:43])[CH2:13][C:14]1[CH:15]=[N:16][C:17]([O:20][CH2:21][CH2:22][C:23]2[CH:32]=[CH:31][C:30]3[CH2:29][CH2:28][CH2:27][N:26]([CH2:33][C:34]4[CH:39]=[CH:38][C:37]([O:40][CH3:41])=[CH:36][CH:35]=4)[C:25]=3[N:24]=2)=[CH:18][CH:19]=1)=O)C1C=CC=CC=1. (3) The reactants are: Cl[CH:2]([CH3:15])[C:3]([NH:5][C@H:6]([C:9]1[CH:14]=[CH:13][CH:12]=[CH:11][CH:10]=1)[CH2:7][OH:8])=[O:4].[H-].[Na+].C([O-])(O)=O.[Na+]. Given the product [CH3:15][C@H:2]1[O:8][CH2:7][C@@H:6]([C:9]2[CH:14]=[CH:13][CH:12]=[CH:11][CH:10]=2)[NH:5][C:3]1=[O:4], predict the reactants needed to synthesize it. (4) Given the product [CH2:1]([O:8][C:9]1[C:17]2[C:12](=[CH:13][CH:14]=[CH:15][CH:16]=2)[N:11]([CH2:18][C:19]2[O:23][C:22]([C:24]([OH:26])=[O:25])=[CH:21][CH:20]=2)[N:10]=1)[C:2]1[CH:7]=[CH:6][CH:5]=[CH:4][CH:3]=1, predict the reactants needed to synthesize it. The reactants are: [CH2:1]([O:8][C:9]1[C:17]2[C:12](=[CH:13][CH:14]=[CH:15][CH:16]=2)[N:11]([CH2:18][C:19]2[O:23][C:22]([C:24]([O:26]CC)=[O:25])=[CH:21][CH:20]=2)[N:10]=1)[C:2]1[CH:7]=[CH:6][CH:5]=[CH:4][CH:3]=1.[OH-].[Na+].O.C(O)(=O)CC(CC(O)=O)(C(O)=O)O. (5) Given the product [CH2:14]([O:13][C:8]1[CH:7]=[C:6]([CH2:5][C@H:4]([NH:17][C:18]([O:35][C:36]([CH3:39])([CH3:38])[CH3:37])=[O:20])[C:3]([OH:2])=[O:21])[CH:11]=[C:10]([F:12])[CH:9]=1)[CH:15]=[CH2:16], predict the reactants needed to synthesize it. The reactants are: C[O:2][C:3](=[O:21])[CH:4]([NH:17][C:18](=[O:20])C)[CH2:5][C:6]1[CH:11]=[C:10]([F:12])[CH:9]=[C:8]([O:13][CH2:14][CH:15]=[CH2:16])[CH:7]=1.P([O-])([O-])([O-])=O.C(=O)([O-])[O-].[Na+].[Na+].C(OC([O:35][C:36]([CH3:39])([CH3:38])[CH3:37])=O)([O:35][C:36]([CH3:39])([CH3:38])[CH3:37])=O. (6) Given the product [F:34][C:16]([F:33])([F:15])[C:17]1[CH:18]=[C:19]([CH:30]=[CH:31][CH:32]=1)[CH2:20][N:21]1[CH2:25][C@H:24]2[C@@H:26]([NH:29][C:12]([CH:7]3[CH2:1][CH2:6][CH2:8][CH2:9][CH2:10][CH2:11]3)=[O:14])[CH2:27][CH2:28][C@H:23]2[CH2:22]1, predict the reactants needed to synthesize it. The reactants are: [C:1]1([C:7]2([C:12]([OH:14])=O)[CH2:11][CH2:10][CH2:9][CH2:8]2)[CH:6]=CC=CC=1.[F:15][C:16]([F:34])([F:33])[C:17]1[CH:18]=[C:19]([CH:30]=[CH:31][CH:32]=1)[CH2:20][N:21]1[CH2:25][C@H:24]2[C@@H:26]([NH2:29])[CH2:27][CH2:28][C@H:23]2[CH2:22]1.C(N1C[C@H]2C(N)CC[C@H]2C1)C1C=CC=CC=1. (7) Given the product [CH2:1]([C:5]12[CH2:17][CH2:16][C:15](=[O:18])[C:14]([CH3:19])=[C:13]1[C:12]1[C:7](=[C:8]([Cl:23])[C:9]([OH:21])=[C:10]([F:20])[CH:11]=1)[CH2:6]2)[CH2:2][CH2:3][CH3:4], predict the reactants needed to synthesize it. The reactants are: [CH2:1]([C:5]12[CH2:17][CH2:16][C:15](=[O:18])[C:14]([CH3:19])=[C:13]1[C:12]1[C:7](=[C:8]([Cl:23])[C:9]([O:21]C)=[C:10]([F:20])[CH:11]=1)[CH2:6]2)[CH2:2][CH2:3][CH3:4].Cl.N1C=CC=CC=1. (8) Given the product [F:7][C:8]1[C:13]([F:14])=[CH:12][C:11]([C:15]2[CH:16]=[CH:17][C:18]([O:21][CH2:37][CH:33]3[CH2:34][CH2:35][CH2:36][NH:31][CH2:32]3)=[CH:19][CH:20]=2)=[C:10]([O:22][CH3:23])[CH:9]=1, predict the reactants needed to synthesize it. The reactants are: C(=O)([O-])[O-].[K+].[K+].[F:7][C:8]1[C:13]([F:14])=[CH:12][C:11]([C:15]2[CH:20]=[CH:19][C:18]([OH:21])=[CH:17][CH:16]=2)=[C:10]([O:22][CH3:23])[CH:9]=1.C(OC([N:31]1[CH2:36][CH2:35][CH2:34][CH:33]([CH2:37]Br)[CH2:32]1)=O)(C)(C)C. (9) Given the product [Cl:20][C:8]1[CH:9]=[C:10]([C:16]([F:17])([F:18])[F:19])[CH:11]=[C:12]([N+:13]([O-:15])=[O:14])[CH:7]=1, predict the reactants needed to synthesize it. The reactants are: S(=O)(=O)(O)O.N[C:7]1[C:12]([N+:13]([O-:15])=[O:14])=[CH:11][C:10]([C:16]([F:19])([F:18])[F:17])=[CH:9][C:8]=1[Cl:20].N([O-])=O.[Na+].CCCCCC.